From a dataset of Catalyst prediction with 721,799 reactions and 888 catalyst types from USPTO. Predict which catalyst facilitates the given reaction. (1) Reactant: [Br:1][C:2]1[CH:7]=[C:6]([F:8])[CH:5]=[C:4]([N+:9]([O-:11])=[O:10])[C:3]=1N.N([O-])=O.[Na+].C(O)C. Product: [Br:1][C:2]1[CH:3]=[C:4]([N+:9]([O-:11])=[O:10])[CH:5]=[C:6]([F:8])[CH:7]=1. The catalyst class is: 445. (2) Reactant: [CH3:1][O-].[Na+].[C:4]([O:8]CC)(=O)[CH2:5][CH3:6].C(OC)=O.Cl.[NH2:16][C:17]([NH2:19])=[NH:18].Cl. Product: [CH3:1][C:5]1[C:4](=[O:8])[NH:16][C:17]([NH2:19])=[N:18][CH:6]=1. The catalyst class is: 121.